From a dataset of Full USPTO retrosynthesis dataset with 1.9M reactions from patents (1976-2016). Predict the reactants needed to synthesize the given product. (1) Given the product [O:10]1[C:11]2[C:16](=[CH:15][CH:14]=[CH:13][CH:12]=2)/[C:7](=[CH:5]/[CH2:6][S:3][C:2](=[NH:4])[NH2:1])/[CH2:8][CH2:9]1, predict the reactants needed to synthesize it. The reactants are: [NH2:1][C:2]([NH2:4])=[S:3].[CH:5]([C:7]1(O)[C:16]2[C:11](=[CH:12][CH:13]=[CH:14][CH:15]=2)[O:10][CH2:9][CH2:8]1)=[CH2:6]. (2) The reactants are: [CH2:1]1[C:9]2[C:4](=[CH:5][CH:6]=[CH:7][CH:8]=2)[CH2:3][CH:2]1[NH:10][C:11]1[N:12]=[CH:13][C:14]2[CH2:20][N:19]([C:21]([C:23]3[CH:28]=[C:27]([C:29]#[C:30][Si](C)(C)C)[CH:26]=[CH:25][N:24]=3)=[O:22])[CH2:18][CH2:17][C:15]=2[N:16]=1.[Na].O=C1O[C@H]([C@H](CO)O)C(O)=C1O.[N:48]([Si](C)(C)C)=[N+:49]=[N-:50]. Given the product [CH2:1]1[C:9]2[C:4](=[CH:5][CH:6]=[CH:7][CH:8]=2)[CH2:3][CH:2]1[NH:10][C:11]1[N:12]=[CH:13][C:14]2[CH2:20][N:19]([C:21]([C:23]3[CH:28]=[C:27]([C:29]4[NH:50][N:49]=[N:48][CH:30]=4)[CH:26]=[CH:25][N:24]=3)=[O:22])[CH2:18][CH2:17][C:15]=2[N:16]=1, predict the reactants needed to synthesize it. (3) Given the product [CH3:30][O:31][N:32]([CH3:33])[C:19]([C:15]1[N:16]=[CH:17][O:18][C:14]=1[CH3:13])=[O:21], predict the reactants needed to synthesize it. The reactants are: C1N=CN(C(N2C=NC=C2)=O)C=1.[CH3:13][C:14]1[O:18][CH:17]=[N:16][C:15]=1[C:19]([OH:21])=O.C(N(CC)CC)C.Cl.[CH3:30][O:31][NH:32][CH3:33]. (4) Given the product [F:1][C:2]([F:39])([F:38])[C:3]1[CH:4]=[C:5]([CH:31]=[C:32]([C:34]([F:37])([F:36])[F:35])[CH:33]=1)[CH2:6][N:7]([CH3:30])[C:8](=[O:29])[C:9]1[C:14]([C:15]2[CH:20]=[CH:19][CH:18]=[CH:17][C:16]=2[CH3:21])=[CH:13][C:12]([CH:22]([Cl:51])[CH2:23][CH2:24][CH2:25][CH2:26][CH3:27])=[N:11][CH:10]=1, predict the reactants needed to synthesize it. The reactants are: [F:1][C:2]([F:39])([F:38])[C:3]1[CH:4]=[C:5]([CH:31]=[C:32]([C:34]([F:37])([F:36])[F:35])[CH:33]=1)[CH2:6][N:7]([CH3:30])[C:8](=[O:29])[C:9]1[C:14]([C:15]2[CH:20]=[CH:19][CH:18]=[CH:17][C:16]=2[CH3:21])=[CH:13][C:12]([CH:22](O)[CH2:23][CH2:24][CH2:25][CH2:26][CH3:27])=[N:11][CH:10]=1.C(N(CC)CC)C.CS([Cl:51])(=O)=O.C1(C)C=CC=CC=1. (5) The reactants are: [CH3:1][O:2][CH2:3][CH2:4][CH2:5][C:6]1[CH:15]=[C:14]([CH2:16][OH:17])[C:13]2[C:8](=[CH:9][CH:10]=[CH:11][CH:12]=2)[N:7]=1.C(N(CC)CC)C.[CH3:25][S:26](Cl)(=[O:28])=[O:27]. Given the product [CH3:25][S:26]([O:17][CH2:16][C:14]1[C:13]2[C:8](=[CH:9][CH:10]=[CH:11][CH:12]=2)[N:7]=[C:6]([CH2:5][CH2:4][CH2:3][O:2][CH3:1])[CH:15]=1)(=[O:28])=[O:27], predict the reactants needed to synthesize it. (6) Given the product [CH3:29][N:25]1[C:26]([CH3:28])=[CH:27][C:23]([N:6]2[CH2:7][C@H:8]([S:10]([C:13]3[CH:18]=[CH:17][CH:16]=[CH:15][C:14]=3[C:19]([F:21])([F:22])[F:20])(=[O:11])=[O:12])[CH2:9][C@H:5]2[C:3]([OH:4])=[O:2])=[N:24]1, predict the reactants needed to synthesize it. The reactants are: C[O:2][C:3]([C@@H:5]1[CH2:9][C@@H:8]([S:10]([C:13]2[CH:18]=[CH:17][CH:16]=[CH:15][C:14]=2[C:19]([F:22])([F:21])[F:20])(=[O:12])=[O:11])[CH2:7][N:6]1[C:23]1[CH:27]=[C:26]([CH3:28])[N:25]([CH3:29])[N:24]=1)=[O:4].[OH-].[Li+]. (7) Given the product [Cl:37][C:16]1[N:11]2[N:10]=[C:9]([C:19]3[CH:24]=[CH:23][CH:22]=[CH:21][C:20]=3[Cl:25])[C:8]([C:5]3[CH:6]=[CH:7][C:2]([Cl:1])=[CH:3][CH:4]=3)=[C:12]2[N:13]=[CH:14][C:15]=1[CH3:18], predict the reactants needed to synthesize it. The reactants are: [Cl:1][C:2]1[CH:7]=[CH:6][C:5]([C:8]2[C:9]([C:19]3[CH:24]=[CH:23][CH:22]=[CH:21][C:20]=3[Cl:25])=[N:10][N:11]3[C:16](O)=[C:15]([CH3:18])[CH:14]=[N:13][C:12]=23)=[CH:4][CH:3]=1.C(N(C(C)C)CC)(C)C.O=P(Cl)(Cl)[Cl:37].C(=O)(O)[O-].[Na+].